Dataset: Full USPTO retrosynthesis dataset with 1.9M reactions from patents (1976-2016). Task: Predict the reactants needed to synthesize the given product. (1) Given the product [CH:1]1([C:4]2[O:8][N:7]=[C:6]([C:9]3[CH:14]=[CH:13][CH:12]=[CH:11][C:10]=3[O:15][C:16]([F:19])([F:17])[F:18])[C:5]=2[CH2:20][O:21][CH:22]2[CH2:28][CH:27]3[N:29]([C:30]4[S:31][C:32]5[CH:38]=[C:37]([C:39]([OH:41])=[O:40])[CH:36]=[C:35]([F:43])[C:33]=5[N:34]=4)[CH:24]([CH2:25][CH2:26]3)[CH2:23]2)[CH2:3][CH2:2]1, predict the reactants needed to synthesize it. The reactants are: [CH:1]1([C:4]2[O:8][N:7]=[C:6]([C:9]3[CH:14]=[CH:13][CH:12]=[CH:11][C:10]=3[O:15][C:16]([F:19])([F:18])[F:17])[C:5]=2[CH2:20][O:21][CH:22]2[CH2:28][CH:27]3[N:29]([C:30]4[S:31][C:32]5[CH:38]=[C:37]([C:39]([O:41]C)=[O:40])[CH:36]=[C:35]([F:43])[C:33]=5[N:34]=4)[CH:24]([CH2:25][CH2:26]3)[CH2:23]2)[CH2:3][CH2:2]1.C1COCC1.[OH-].[K+].CC(O)=O. (2) Given the product [ClH:20].[ClH:22].[Cl:22][C:23]1[CH:24]=[C:25]([C@@H:26]([OH:28])[CH2:27][NH:2][C@@H:3]([CH2:6][C:7]2[CH:8]=[CH:9][C:10]([O:13][C:14]3[C:15]([Cl:21])=[CH:16][N:17]=[CH:18][C:19]=3[Cl:20])=[CH:11][CH:12]=2)[CH2:4][OH:5])[CH:29]=[CH:30][CH:31]=1, predict the reactants needed to synthesize it. The reactants are: Cl.[NH2:2][C@@H:3]([CH2:6][C:7]1[CH:12]=[CH:11][C:10]([O:13][C:14]2[C:19]([Cl:20])=[CH:18][N:17]=[CH:16][C:15]=2[Cl:21])=[CH:9][CH:8]=1)[CH2:4][OH:5].[Cl:22][C:23]1[CH:24]=[C:25]([CH:29]=[CH:30][CH:31]=1)[C@H:26]1[O:28][CH2:27]1.C(N(CC)C(C)C)(C)C. (3) Given the product [NH2:1][C:2]1[N:7]=[C:6]([S:8]([CH3:9])=[O:27])[C:5]([C:10]#[N:11])=[C:4]([O:12][C:13]2[CH:18]=[CH:17][CH:16]=[CH:15][CH:14]=2)[N:3]=1, predict the reactants needed to synthesize it. The reactants are: [NH2:1][C:2]1[N:7]=[C:6]([S:8][CH3:9])[C:5]([C:10]#[N:11])=[C:4]([O:12][C:13]2[CH:18]=[CH:17][CH:16]=[CH:15][CH:14]=2)[N:3]=1.C1(C2[O:27]N2S(C2C=CC=CC=2)(=O)=O)C=CC=CC=1. (4) Given the product [Cl:1][CH2:2][CH2:3][N:4]([C:8]([NH:22][C:30]1[CH:31]=[CH:32][C:33]([OH:36])=[CH:34][CH:35]=1)=[O:10])[CH2:5][CH2:6][Cl:7], predict the reactants needed to synthesize it. The reactants are: [Cl:1][CH2:2][CH2:3][N:4]([C:8]([O:10]C1C=CC([N+]([O-])=O)=CC=1)=O)[CH2:5][CH2:6][Cl:7].C([N:22](CC)CC)C.NCC[C:30]1[CH:35]=[CH:34][C:33]([OH:36])=[CH:32][CH:31]=1. (5) Given the product [N:28]1[CH:29]=[CH:30][CH:31]=[N:32][C:27]=1[N:4]1[CH2:5][CH2:6][N:1]([CH:7]2[CH2:10][N:9]([C:11]([C:13]3[S:17][C:16]4[CH:18]=[C:19]([C:22]([F:23])([F:25])[F:24])[CH:20]=[CH:21][C:15]=4[CH:14]=3)=[O:12])[CH2:8]2)[CH2:2][CH2:3]1, predict the reactants needed to synthesize it. The reactants are: [N:1]1([CH:7]2[CH2:10][N:9]([C:11]([C:13]3[S:17][C:16]4[CH:18]=[C:19]([C:22]([F:25])([F:24])[F:23])[CH:20]=[CH:21][C:15]=4[CH:14]=3)=[O:12])[CH2:8]2)[CH2:6][CH2:5][NH:4][CH2:3][CH2:2]1.Br[C:27]1[N:32]=[CH:31][CH:30]=[CH:29][N:28]=1.C([O-])([O-])=O.[K+].[K+]. (6) Given the product [Cl:1][C:2]1[N:7]=[C:6]([NH:28][C:25]2[NH:26][N:27]=[C:23]([CH:18]3[CH2:22][CH2:21][CH2:20][CH2:19]3)[CH:24]=2)[CH:5]=[CH:4][N:3]=1, predict the reactants needed to synthesize it. The reactants are: [Cl:1][C:2]1[N:7]=[C:6](Cl)[CH:5]=[CH:4][N:3]=1.C(N(C(C)C)CC)(C)C.[CH:18]1([C:23]2[CH:24]=[C:25]([NH2:28])[NH:26][N:27]=2)[CH2:22][CH2:21][CH2:20][CH2:19]1.